This data is from Forward reaction prediction with 1.9M reactions from USPTO patents (1976-2016). The task is: Predict the product of the given reaction. Given the reactants [CH3:1][C:2]([CH3:51])([CH2:48][CH:49]=[CH2:50])[CH2:3][O:4][C:5]([NH:7][C@@H:8]([CH2:41][CH2:42][CH2:43][CH2:44][CH2:45][CH:46]=[CH2:47])[C:9]([N:11]1[CH2:19][C@H:18]([O:20][C:21]2[C:30]3[C:25](=[CH:26][C:27]([O:33][CH3:34])=[C:28]([CH:31]=[CH2:32])[CH:29]=3)[N:24]=[C:23]([C:35]3[CH:40]=[CH:39][CH:38]=[CH:37][CH:36]=3)[CH:22]=2)[CH2:17][C@H:12]1[C:13]([O:15]C)=[O:14])=[O:10])=[O:6].Cl, predict the reaction product. The product is: [CH3:1][C:2]([CH3:51])([CH2:48][CH:49]=[CH2:50])[CH2:3][O:4][C:5]([NH:7][C@@H:8]([CH2:41][CH2:42][CH2:43][CH2:44][CH2:45][CH:46]=[CH2:47])[C:9]([N:11]1[CH2:19][C@H:18]([O:20][C:21]2[C:30]3[C:25](=[CH:26][C:27]([O:33][CH3:34])=[C:28]([CH:31]=[CH2:32])[CH:29]=3)[N:24]=[C:23]([C:35]3[CH:36]=[CH:37][CH:38]=[CH:39][CH:40]=3)[CH:22]=2)[CH2:17][C@H:12]1[C:13]([OH:15])=[O:14])=[O:10])=[O:6].